From a dataset of Forward reaction prediction with 1.9M reactions from USPTO patents (1976-2016). Predict the product of the given reaction. (1) Given the reactants Cl[CH2:2][CH2:3][CH2:4][CH2:5][C:6]1([CH2:16][CH3:17])[C:14]2[C:9](=[CH:10][CH:11]=[CH:12][CH:13]=2)[NH:8][C:7]1=[O:15].[CH3:18][O:19][C:20]1[CH:21]=[C:22]([N:26]2[CH2:31][CH2:30][NH:29][CH2:28][CH2:27]2)[CH:23]=[CH:24][CH:25]=1, predict the reaction product. The product is: [CH2:16]([C:6]1([CH2:5][CH2:4][CH2:3][CH2:2][N:29]2[CH2:28][CH2:27][N:26]([C:22]3[CH:23]=[CH:24][CH:25]=[C:20]([O:19][CH3:18])[CH:21]=3)[CH2:31][CH2:30]2)[C:14]2[C:9](=[CH:10][CH:11]=[CH:12][CH:13]=2)[NH:8][C:7]1=[O:15])[CH3:17]. (2) Given the reactants [F:1][C:2]1[CH:7]=[CH:6][C:5]([F:8])=[CH:4][C:3]=1[C@@H:9]1[C@@H:14]([NH:15]C(=O)OC(C)(C)C)[CH2:13][C@@H:12]([N:23]2[CH2:30][C:29]3[C:25](=[N:26][N:27]([S:31]([CH:34]4[CH2:38][CH2:37][CH2:36][CH2:35]4)(=[O:33])=[O:32])[CH:28]=3)[CH2:24]2)[CH2:11][O:10]1.[F:39][C:40]([F:45])([F:44])[C:41]([OH:43])=[O:42], predict the reaction product. The product is: [F:39][C:40]([F:45])([F:44])[C:41]([OH:43])=[O:42].[F:1][C:2]1[CH:7]=[CH:6][C:5]([F:8])=[CH:4][C:3]=1[C@@H:9]1[C@@H:14]([NH2:15])[CH2:13][C@@H:12]([N:23]2[CH2:30][C:29]3[C:25](=[N:26][N:27]([S:31]([CH:34]4[CH2:38][CH2:37][CH2:36][CH2:35]4)(=[O:32])=[O:33])[CH:28]=3)[CH2:24]2)[CH2:11][O:10]1. (3) Given the reactants Cl[C:2]1[CH:9]=[CH:8][C:7](Cl)=[CH:6][C:3]=1[CH2:4]Br.P(=O)([O-])[O-].[CH:15](=O)[C:16]1[C:17](=[CH:19][CH:20]=[CH:21][CH:22]=1)O, predict the reaction product. The product is: [C:3]1(/[CH:4]=[CH:15]/[C:16]2[CH:17]=[CH:19][CH:20]=[CH:21][CH:22]=2)[CH:6]=[CH:7][CH:8]=[CH:9][CH:2]=1. (4) Given the reactants Cl.Cl.Cl.[O:4]1[C:8]2[CH:9]=[CH:10][CH:11]=[C:12]([N:13]3[CH2:18][CH2:17][N:16]([CH2:19][CH2:20][C@H:21]4[CH2:26][CH2:25][C@H:24]([NH2:27])[CH2:23][CH2:22]4)[CH2:15][CH2:14]3)[C:7]=2[O:6][CH2:5]1.[CH3:28][O:29][C@H:30]1[CH2:35][CH2:34][C@H:33]([CH2:36][C:37](O)=[O:38])[CH2:32][CH2:31]1, predict the reaction product. The product is: [O:4]1[C:8]2[CH:9]=[CH:10][CH:11]=[C:12]([N:13]3[CH2:18][CH2:17][N:16]([CH2:19][CH2:20][CH:21]4[CH2:26][CH2:25][CH:24]([NH:27][C:37](=[O:38])[CH2:36][C@H:33]5[CH2:34][CH2:35][C@H:30]([O:29][CH3:28])[CH2:31][CH2:32]5)[CH2:23][CH2:22]4)[CH2:15][CH2:14]3)[C:7]=2[O:6][CH2:5]1.